From a dataset of Forward reaction prediction with 1.9M reactions from USPTO patents (1976-2016). Predict the product of the given reaction. Given the reactants CS(O[CH2:6][C:7]1[N:8]=[C:9]([Cl:12])[O:10][CH:11]=1)(=O)=O.[NH:13]1[CH2:18][CH2:17][CH2:16][CH2:15][CH2:14]1.[I-].[Na+].Cl, predict the reaction product. The product is: [Cl:12][C:9]1[O:10][CH:11]=[C:7]([CH2:6][N:13]2[CH2:18][CH2:17][CH2:16][CH2:15][CH2:14]2)[N:8]=1.